This data is from Forward reaction prediction with 1.9M reactions from USPTO patents (1976-2016). The task is: Predict the product of the given reaction. (1) Given the reactants [CH3:1][CH:2]([S:6]([C:9]1[CH:14]=[CH:13][CH:12]=[CH:11][CH:10]=1)(=[O:8])=[O:7])[CH2:3][C:4]#[CH:5].[C:15]1([CH:21]2[CH2:26][CH:25]3[CH2:27][CH:22]2[CH2:23][NH:24]3)[CH:20]=[CH:19][CH:18]=[CH:17][CH:16]=1.[CH2:28]=O, predict the reaction product. The product is: [CH3:1][C:2]([S:6]([C:9]1[CH:14]=[CH:13][CH:12]=[CH:11][CH:10]=1)(=[O:7])=[O:8])([CH3:28])[C:3]#[C:4][CH2:5][N:24]1[CH2:23][CH:22]2[CH2:27][CH:25]1[CH2:26][CH:21]2[C:15]1[CH:16]=[CH:17][CH:18]=[CH:19][CH:20]=1. (2) Given the reactants [OH:1][CH2:2][CH2:3][C:4]1[CH:5]=[C:6]([CH2:12][CH:13]([O:19][CH:20]([CH3:22])[CH3:21])[C:14]([O:16]CC)=[O:15])[CH:7]=[CH:8][C:9]=1[O:10][CH3:11].[C:23]1([CH3:32])[CH:28]=[CH:27][C:26]([N:29]=[C:30]=[O:31])=[CH:25][CH:24]=1, predict the reaction product. The product is: [CH:20]([O:19][CH:13]([CH2:12][C:6]1[CH:7]=[CH:8][C:9]([O:10][CH3:11])=[C:4]([CH2:3][CH2:2][O:1][C:30]([NH:29][C:26]2[CH:27]=[CH:28][C:23]([CH3:32])=[CH:24][CH:25]=2)=[O:31])[CH:5]=1)[C:14]([OH:16])=[O:15])([CH3:21])[CH3:22]. (3) Given the reactants [O:1]=[C:2]1[C:10]2[C:5](=[CH:6][CH:7]=[C:8]([C:11]([O:13][CH2:14][CH2:15][Si:16]([CH3:19])([CH3:18])[CH3:17])=[O:12])[CH:9]=2)[CH2:4][CH2:3]1, predict the reaction product. The product is: [OH:1][C@@H:2]1[C:10]2[C:5](=[CH:6][CH:7]=[C:8]([C:11]([O:13][CH2:14][CH2:15][Si:16]([CH3:19])([CH3:18])[CH3:17])=[O:12])[CH:9]=2)[CH2:4][CH2:3]1. (4) Given the reactants N[C:2]1[C:6]([C:7]([O:9][CH2:10][CH3:11])=[O:8])=[CH:5][NH:4][N:3]=1.N(OCCCCC)=O.[I:20]CI, predict the reaction product. The product is: [I:20][C:2]1[C:6]([C:7]([O:9][CH2:10][CH3:11])=[O:8])=[CH:5][NH:4][N:3]=1.